From a dataset of Full USPTO retrosynthesis dataset with 1.9M reactions from patents (1976-2016). Predict the reactants needed to synthesize the given product. (1) Given the product [CH3:19][C:20]1[CH:21]=[CH:22][C:23]([C:26]2[CH:31]=[CH:30][CH:29]=[CH:28][C:27]=2[C:32]([N:7]2[CH2:8][CH:4]3[CH:5]([CH2:1][N:2]([C:9]4[CH:18]=[N:17][C:16]5[C:11](=[CH:12][CH:13]=[CH:14][CH:15]=5)[N:10]=4)[CH2:3]3)[CH2:6]2)=[O:33])=[CH:24][CH:25]=1, predict the reactants needed to synthesize it. The reactants are: [CH2:1]1[CH:5]2[CH2:6][NH:7][CH2:8][CH:4]2[CH2:3][N:2]1[C:9]1[CH:18]=[N:17][C:16]2[C:11](=[CH:12][CH:13]=[CH:14][CH:15]=2)[N:10]=1.[CH3:19][C:20]1[CH:25]=[CH:24][C:23]([C:26]2[C:27]([C:32](O)=[O:33])=[CH:28][CH:29]=[CH:30][CH:31]=2)=[CH:22][CH:21]=1. (2) Given the product [C:19]([O:23][C:24]([N:26]1[CH2:31][CH2:30][CH:29]([C:32]2[CH:37]=[CH:36][C:35]([NH:38][C:2]3[N:18]=[C:5]4[C:6]([C:10]5[CH:15]=[N:14][C:13]([O:16][CH3:17])=[CH:12][N:11]=5)=[CH:7][CH:8]=[CH:9][N:4]4[N:3]=3)=[CH:34][CH:33]=2)[CH2:28][CH2:27]1)=[O:25])([CH3:22])([CH3:20])[CH3:21], predict the reactants needed to synthesize it. The reactants are: Cl[C:2]1[N:18]=[C:5]2[C:6]([C:10]3[CH:15]=[N:14][C:13]([O:16][CH3:17])=[CH:12][N:11]=3)=[CH:7][CH:8]=[CH:9][N:4]2[N:3]=1.[C:19]([O:23][C:24]([N:26]1[CH2:31][CH2:30][CH:29]([C:32]2[CH:37]=[CH:36][C:35]([NH2:38])=[CH:34][CH:33]=2)[CH2:28][CH2:27]1)=[O:25])([CH3:22])([CH3:21])[CH3:20].C1(P(C2CCCCC2)C2C=CC=CC=2C2C=CC=CC=2P(C2CCCCC2)C2CCCCC2)CCCCC1. (3) Given the product [Cl:32][C:33]1[CH:34]=[C:35]([CH2:40][C:41]([N:19]([CH:18]([C:21]2[CH:22]=[CH:23][C:24]([NH:25][CH2:26][CH2:27][O:28][CH3:29])=[CH:30][CH:31]=2)[CH2:17][N:14]2[CH2:15][CH2:16][C@H:12]([O:11][CH2:10][CH2:9][O:8][CH2:7][CH2:6][O:5][CH2:4][CH2:3][O:2][CH3:1])[CH2:13]2)[CH3:20])=[O:43])[CH:36]=[CH:37][C:38]=1[Cl:39], predict the reactants needed to synthesize it. The reactants are: [CH3:1][O:2][CH2:3][CH2:4][O:5][CH2:6][CH2:7][O:8][CH2:9][CH2:10][O:11][C@H:12]1[CH2:16][CH2:15][N:14]([CH2:17][CH:18]([C:21]2[CH:31]=[CH:30][C:24]([NH:25][CH2:26][CH2:27][O:28][CH3:29])=[CH:23][CH:22]=2)[NH:19][CH3:20])[CH2:13]1.[Cl:32][C:33]1[CH:34]=[C:35]([CH2:40][C:41]([OH:43])=O)[CH:36]=[CH:37][C:38]=1[Cl:39].C(N(CC)C(C)C)(C)C.F[B-](F)(F)F.N1(OC(N(C)C)=[N+](C)C)C2C=CC=CC=2N=N1. (4) Given the product [C:1]([C:5]1[CH:42]=[CH:41][C:8]([CH2:9][O:10][C:11]2[CH:16]=[CH:15][CH:14]=[CH:13][C:12]=2/[CH:17]=[CH:18]/[CH:19]([CH2:20][C:21]2[CH:30]=[CH:29][C:24]([C:25]3[O:26][C:44](=[O:45])[NH:28][N:27]=3)=[CH:23][CH:22]=2)[CH2:31][CH2:32][C:33]2[CH:38]=[CH:37][C:36]([C:39]#[N:40])=[CH:35][CH:34]=2)=[CH:7][CH:6]=1)([CH3:4])([CH3:2])[CH3:3], predict the reactants needed to synthesize it. The reactants are: [C:1]([C:5]1[CH:42]=[CH:41][C:8]([CH2:9][O:10][C:11]2[CH:16]=[CH:15][CH:14]=[CH:13][C:12]=2/[CH:17]=[CH:18]/[CH:19]([CH2:31][CH2:32][C:33]2[CH:38]=[CH:37][C:36]([C:39]#[N:40])=[CH:35][CH:34]=2)[CH2:20][C:21]2[CH:30]=[CH:29][C:24]([C:25]([NH:27][NH2:28])=[O:26])=[CH:23][CH:22]=2)=[CH:7][CH:6]=1)([CH3:4])([CH3:3])[CH3:2].Cl[C:44](OC(Cl)(Cl)Cl)=[O:45]. (5) Given the product [C:1]([C:5]1[CH:33]=[CH:32][C:8]([C:9]([NH:11][C:12]2[CH:28]=[CH:27][C:26]([NH2:29])=[CH:25][C:13]=2[C:14]([NH:16][C:17]2[CH:22]=[CH:21][C:20]([O:23][CH3:24])=[CH:19][CH:18]=2)=[O:15])=[O:10])=[CH:7][CH:6]=1)([CH3:4])([CH3:2])[CH3:3], predict the reactants needed to synthesize it. The reactants are: [C:1]([C:5]1[CH:33]=[CH:32][C:8]([C:9]([NH:11][C:12]2[CH:28]=[CH:27][C:26]([N+:29]([O-])=O)=[CH:25][C:13]=2[C:14]([NH:16][C:17]2[CH:22]=[CH:21][C:20]([O:23][CH3:24])=[CH:19][CH:18]=2)=[O:15])=[O:10])=[CH:7][CH:6]=1)([CH3:4])([CH3:3])[CH3:2].C(OCC)(=O)C. (6) Given the product [N+:12]([C:9]1[CH:8]=[N:7][C:6]([NH:5][CH:1]2[CH2:4][CH2:3][C:2]2=[O:16])=[N:11][CH:10]=1)([O-:14])=[O:13], predict the reactants needed to synthesize it. The reactants are: [CH:1]1[CH2:4][CH2:3][CH:2]=1.[NH2:5][C:6]1[N:11]=[CH:10][C:9]([N+:12]([O-:14])=[O:13])=[CH:8][N:7]=1.C[OH:16]. (7) Given the product [O:13]=[C:3]1[C:4]2[C:9](=[CH:8][CH:7]=[CH:6][CH:5]=2)[C:10](=[O:12])[CH:11]=[C:2]1[NH:1][C:16](=[O:19])[CH2:17][CH3:18], predict the reactants needed to synthesize it. The reactants are: [NH2:1][C:2]1[C:3](=[O:13])[C:4]2[C:9]([C:10](=[O:12])[CH:11]=1)=[CH:8][CH:7]=[CH:6][CH:5]=2.[H-].[Na+].[C:16](Cl)(=[O:19])[CH2:17][CH3:18].